From a dataset of hERG potassium channel inhibition data for cardiac toxicity prediction from Karim et al.. Regression/Classification. Given a drug SMILES string, predict its toxicity properties. Task type varies by dataset: regression for continuous values (e.g., LD50, hERG inhibition percentage) or binary classification for toxic/non-toxic outcomes (e.g., AMES mutagenicity, cardiotoxicity, hepatotoxicity). Dataset: herg_karim. (1) The molecule is COc1cccc2c1S(=O)(=O)C(C)C(c1ccc(OCCCN3CCCC3)cc1)O2. The result is 1 (blocker). (2) The result is 0 (non-blocker). The molecule is O=C1N(CCN2CC3CCC2C3)CCN1c1cccc(Cl)c1.